From a dataset of Forward reaction prediction with 1.9M reactions from USPTO patents (1976-2016). Predict the product of the given reaction. (1) Given the reactants [CH:1]1([OH:7])[CH2:6][CH2:5][CH2:4][CH2:3][CH2:2]1.[H-].[Na+].Cl[C:11]1[CH:12]=[CH:13][C:14]2[CH2:15][N:16]([C:22]([O:24][C:25]([CH3:28])([CH3:27])[CH3:26])=[O:23])[CH2:17][CH2:18][O:19][C:20]=2[N:21]=1.O, predict the reaction product. The product is: [CH:1]1([O:7][C:11]2[CH:12]=[CH:13][C:14]3[CH2:15][N:16]([C:22]([O:24][C:25]([CH3:28])([CH3:27])[CH3:26])=[O:23])[CH2:17][CH2:18][O:19][C:20]=3[N:21]=2)[CH2:6][CH2:5][CH2:4][CH2:3][CH2:2]1. (2) Given the reactants [F:1][C:2]([F:21])([F:20])[CH:3]1[CH2:7][CH2:6][N:5]([C:8]2[CH:9]=[CH:10][C:11]3[N:17]4[CH2:18][C@H:14]([CH2:15][CH2:16]4)[NH:13][C:12]=3[N:19]=2)[CH2:4]1.ClC(Cl)(O[C:26](=[O:32])OC(Cl)(Cl)Cl)Cl.CCN(C(C)C)C(C)C.[N:43]1[CH:48]=[CH:47][CH:46]=[CH:45][C:44]=1[NH2:49], predict the reaction product. The product is: [N:43]1[CH:48]=[CH:47][CH:46]=[CH:45][C:44]=1[NH:49][C:26]([N:13]1[C@@H:14]2[CH2:18][N:17]([CH2:16][CH2:15]2)[C:11]2[CH:10]=[CH:9][C:8]([N:5]3[CH2:6][CH2:7][CH:3]([C:2]([F:1])([F:20])[F:21])[CH2:4]3)=[N:19][C:12]1=2)=[O:32]. (3) Given the reactants C1COCC1.[C:6]([N:25]1[CH:29]=[CH:28][N:27]=[CH:26]1)([C:19]1[CH:24]=[CH:23][CH:22]=[CH:21][CH:20]=1)([C:13]1[CH:18]=[CH:17][CH:16]=[CH:15][CH:14]=1)[C:7]1[CH:12]=[CH:11][CH:10]=[CH:9][CH:8]=1.C([Li])CCC.[CH2:35]([O:42][CH2:43][C@H:44]1[CH2:46][O:45]1)[C:36]1[CH:41]=[CH:40][CH:39]=[CH:38][CH:37]=1, predict the reaction product. The product is: [CH2:35]([O:42][CH2:43][C@H:44]([OH:45])[CH2:46][C:26]1[N:25]([C:6]([C:13]2[CH:18]=[CH:17][CH:16]=[CH:15][CH:14]=2)([C:19]2[CH:20]=[CH:21][CH:22]=[CH:23][CH:24]=2)[C:7]2[CH:12]=[CH:11][CH:10]=[CH:9][CH:8]=2)[CH:29]=[CH:28][N:27]=1)[C:36]1[CH:41]=[CH:40][CH:39]=[CH:38][CH:37]=1. (4) Given the reactants I(Cl)(=O)=O.I([Cl:8])(=O)=O.C([N+](C)(C)C)C1C=CC=CC=1.[C:20]([C:23]1[C:28]2[O:29][CH2:30][C:31](=[O:33])[NH:32][C:27]=2[CH:26]=[CH:25][CH:24]=1)(=[O:22])[CH3:21], predict the reaction product. The product is: [Cl:8][CH2:21][C:20]([C:23]1[C:28]2[O:29][CH2:30][C:31](=[O:33])[NH:32][C:27]=2[CH:26]=[CH:25][CH:24]=1)=[O:22].